Dataset: TCR-epitope binding with 47,182 pairs between 192 epitopes and 23,139 TCRs. Task: Binary Classification. Given a T-cell receptor sequence (or CDR3 region) and an epitope sequence, predict whether binding occurs between them. The epitope is LLDFVRFMGV. The TCR CDR3 sequence is CAISLLAGIAHEQYF. Result: 0 (the TCR does not bind to the epitope).